This data is from Catalyst prediction with 721,799 reactions and 888 catalyst types from USPTO. The task is: Predict which catalyst facilitates the given reaction. (1) Reactant: [C:1](Cl)(=[O:7])[CH2:2][CH2:3][CH2:4][CH2:5][CH3:6].C(N(CC)CC)C.[C:16]1([SH:22])[CH:21]=[CH:20][CH:19]=[CH:18][CH:17]=1.CCCC(C)C.C(OCC)(=O)C. Product: [C:1](=[O:7])([S:22][C:16]1[CH:21]=[CH:20][CH:19]=[CH:18][CH:17]=1)[CH2:2][CH2:3][CH2:4][CH2:5][CH3:6]. The catalyst class is: 11. (2) Reactant: [CH2:1]([S:4][S:5][CH2:6][CH:7]=[CH2:8])[CH:2]=[CH2:3].[OH:9]O.O. Product: [CH2:3]=[CH:2][CH2:1][S:4](=[O:9])[S:5][CH2:6][CH:7]=[CH2:8]. The catalyst class is: 15. (3) Product: [CH2:1]([O:8][C:9]1[C:10]([CH3:18])=[C:11]([CH2:12][OH:13])[CH:15]=[CH:16][CH:17]=1)[C:2]1[CH:3]=[CH:4][CH:5]=[CH:6][CH:7]=1. The catalyst class is: 1. Reactant: [CH2:1]([O:8][C:9]1[C:10]([CH3:18])=[C:11]([CH:15]=[CH:16][CH:17]=1)[C:12](O)=[O:13])[C:2]1[CH:7]=[CH:6][CH:5]=[CH:4][CH:3]=1.B.C1COCC1.CO. (4) Reactant: CC1(C)[O:6][CH:5]([CH2:7][N:8]2[C:16]3[CH:15]=[CH:14][N:13]=[C:12]([O:17]C)[C:11]=3[C:10]([C:19]3[CH:24]=[CH:23][C:22]([S:25]([NH2:28])(=[O:27])=[O:26])=[CH:21][CH:20]=3)=[CH:9]2)[CH2:4][O:3]1.[I-].[Na+].Cl[Si](C)(C)C.C(=O)([O-])O.[Na+]. The catalyst class is: 10. Product: [OH:6][CH:5]([CH2:4][OH:3])[CH2:7][N:8]1[C:16]2[CH:15]=[CH:14][NH:13][C:12](=[O:17])[C:11]=2[C:10]([C:19]2[CH:20]=[CH:21][C:22]([S:25]([NH2:28])(=[O:27])=[O:26])=[CH:23][CH:24]=2)=[CH:9]1. (5) Reactant: [CH3:1][C:2]1[S:6][C:5]2=[N:7][C:8]([C:10]3[CH:15]=[CH:14][C:13]([N+:16]([O-])=O)=[CH:12][CH:11]=3)=[CH:9][N:4]2[CH:3]=1.O.O.[Sn](Cl)Cl.C(Cl)Cl.CCOC(C)=O. Product: [CH3:1][C:2]1[S:6][C:5]2=[N:7][C:8]([C:10]3[CH:15]=[CH:14][C:13]([NH2:16])=[CH:12][CH:11]=3)=[CH:9][N:4]2[CH:3]=1. The catalyst class is: 14. (6) Reactant: CN1CCOCC1.ClC1N=C(Cl)N=C(Cl)N=1.[N:17]1[C:26]2[C:21](=[CH:22][C:23]([C:27]([OH:29])=O)=[CH:24][CH:25]=2)[CH:20]=[CH:19][CH:18]=1.[N-:30]=[N+:31]=[N-:32].[Na+]. Product: [N:17]1[C:26]2[C:21](=[CH:22][C:23]([C:27]([N:30]=[N+:31]=[N-:32])=[O:29])=[CH:24][CH:25]=2)[CH:20]=[CH:19][CH:18]=1. The catalyst class is: 2.